From a dataset of Reaction yield outcomes from USPTO patents with 853,638 reactions. Predict the reaction yield, written as a fraction of the theoretical maximum amount of product (1.0 means a 100% yield; for example, 0.34 means a 34% yield). (1) The reactants are Br[C:2]1[N:3]=[C:4]([NH:10][C:11]2[CH:12]=[N:13][C:14]([N:17]3[CH2:22][CH2:21][N:20]([CH3:23])[CH2:19][CH2:18]3)=[CH:15][CH:16]=2)[C:5](=[O:9])[N:6]([CH3:8])[CH:7]=1.[C:24]([O:27][CH2:28][C:29]1[C:34]([N:35]2[CH2:47][CH2:46][N:38]3[C:39]4[CH2:40][CH2:41][CH2:42][CH2:43][C:44]=4[CH:45]=[C:37]3[C:36]2=[O:48])=[CH:33][C:32]([F:49])=[CH:31][C:30]=1B1OC(C)(C)C(C)(C)O1)(=[O:26])[CH3:25].CC([O-])=O.[Na+]. The catalyst is CC#N. The product is [C:24]([O:27][CH2:28][C:29]1[C:34]([N:35]2[CH2:47][CH2:46][N:38]3[C:39]4[CH2:40][CH2:41][CH2:42][CH2:43][C:44]=4[CH:45]=[C:37]3[C:36]2=[O:48])=[CH:33][C:32]([F:49])=[CH:31][C:30]=1[C:2]1[N:3]=[C:4]([NH:10][C:11]2[CH:12]=[N:13][C:14]([N:17]3[CH2:22][CH2:21][N:20]([CH3:23])[CH2:19][CH2:18]3)=[CH:15][CH:16]=2)[C:5](=[O:9])[N:6]([CH3:8])[CH:7]=1)(=[O:26])[CH3:25]. The yield is 0.140. (2) The reactants are [CH3:1][O:2][C:3]1[CH:22]=[CH:21][C:6]([C:7]([C:9]2[CH:10]=[CH:11][C:12]([S:19][CH3:20])=[C:13]([S:15]([NH2:18])(=[O:17])=[O:16])[CH:14]=2)=[O:8])=[CH:5][CH:4]=1.ClC1C=C(C=CC=1)C(OO)=[O:28]. The catalyst is C(Cl)Cl. The product is [CH3:20][S:19]([C:12]1[CH:11]=[CH:10][C:9]([C:7](=[O:8])[C:6]2[CH:5]=[CH:4][C:3]([O:2][CH3:1])=[CH:22][CH:21]=2)=[CH:14][C:13]=1[S:15]([NH2:18])(=[O:17])=[O:16])=[O:28]. The yield is 0.350. (3) The catalyst is C(OCC)(=O)C. The reactants are Br[C:2]1[C:7](=[O:8])[N:6]([CH2:9][C:10]2[CH:15]=[CH:14][C:13]([C:16]3[C:17]([C:22]#[N:23])=[CH:18][CH:19]=[CH:20][CH:21]=3)=[CH:12][CH:11]=2)[C:5]([CH2:24][CH2:25][CH3:26])=[N:4][C:3]=1[CH2:27][CH3:28].[CH3:29][O:30][C:31]1[CH:32]=[C:33]([OH:39])[CH:34]=[CH:35][C:36]=1[O:37][CH3:38].[OH-].[K+].CS(C)=O. The product is [CH3:29][O:30][C:31]1[CH:32]=[C:33]([CH:34]=[CH:35][C:36]=1[O:37][CH3:38])[O:39][C:2]1[C:7](=[O:8])[N:6]([CH2:9][C:10]2[CH:15]=[CH:14][C:13]([C:16]3[C:17]([C:22]#[N:23])=[CH:18][CH:19]=[CH:20][CH:21]=3)=[CH:12][CH:11]=2)[C:5]([CH2:24][CH2:25][CH3:26])=[N:4][C:3]=1[CH2:27][CH3:28]. The yield is 0.610. (4) The reactants are [F:1][C:2]1([F:10])[CH2:5][C:4]([CH3:9])(C(O)=O)[CH2:3]1.C1C=CC(P([N:25]=[N+]=[N-])(C2C=CC=CC=2)=O)=CC=1.[Cl:28][C:29]1[CH:30]=[C:31]([C:36]2[C:44]([C:45]([NH2:47])=[O:46])=[C:39]3[CH2:40][NH:41][CH2:42][CH2:43][N:38]3[N:37]=2)[CH:32]=[CH:33][C:34]=1[F:35].C1[CH2:52][O:51]CC1. The catalyst is C1(C)C=CC=CC=1. The product is [Cl:28][C:29]1[CH:30]=[C:31]([C:36]2[C:44]([C:45]([NH2:47])=[O:46])=[C:39]3[CH2:40][N:41]([C:52]([NH:25][C:4]4([CH3:9])[CH2:3][C:2]([F:1])([F:10])[CH2:5]4)=[O:51])[CH2:42][CH2:43][N:38]3[N:37]=2)[CH:32]=[CH:33][C:34]=1[F:35]. The yield is 0.348. (5) The reactants are [C:1]1([C:11]2[CH:16]=[CH:15][CH:14]=[CH:13][CH:12]=2)[CH:6]=[CH:5][CH:4]=[CH:3][C:2]=1[NH:7][C:8](=O)[CH3:9].[OH-].[Na+]. No catalyst specified. The product is [CH3:9][C:8]1[N:7]=[C:2]2[C:1](=[C:11]3[C:16]=1[CH:15]=[CH:14][CH:13]=[CH:12]3)[CH:6]=[CH:5][CH:4]=[CH:3]2. The yield is 0.866.